From a dataset of Full USPTO retrosynthesis dataset with 1.9M reactions from patents (1976-2016). Predict the reactants needed to synthesize the given product. (1) Given the product [O:25]1[C:29]2[CH:30]=[CH:31][CH:32]=[C:33]([N:34]3[C:5]([C:7]4[C:12](=[O:13])[CH:11]=[CH:10][N:9]([C:14]5[CH:19]=[CH:18][CH:17]=[C:16]([S:20]([CH3:23])(=[O:22])=[O:21])[CH:15]=5)[N:8]=4)=[CH:4][CH:3]=[N:2]3)[C:28]=2[O:27][CH2:26]1, predict the reactants needed to synthesize it. The reactants are: C[N:2](C)/[CH:3]=[CH:4]/[C:5]([C:7]1[C:12](=[O:13])[CH:11]=[CH:10][N:9]([C:14]2[CH:19]=[CH:18][CH:17]=[C:16]([S:20]([CH3:23])(=[O:22])=[O:21])[CH:15]=2)[N:8]=1)=O.[O:25]1[C:29]2[CH:30]=[CH:31][CH:32]=[C:33]([NH:34]N)[C:28]=2[O:27][CH2:26]1.N([O-])=O.[Na+].[Sn](Cl)Cl. (2) Given the product [CH3:1][N:2]1[C:6]2[CH:7]=[CH:8][C:9]([C:11]3[C:12]([C:17]4[CH:18]=[CH:19][CH:20]=[CH:21][CH:22]=4)=[N:13][NH:14][C:15]=3[CH3:16])=[CH:10][C:5]=2[N:4]([CH3:23])[C:3]1=[O:24].[C:32]([N:14]1[C:15]([CH3:16])=[C:11]([C:9]2[CH:8]=[CH:7][C:6]3[N:2]([CH3:1])[C:3](=[O:24])[N:4]([CH3:23])[C:5]=3[CH:10]=2)[C:12]([C:17]2[CH:18]=[C:19]([CH3:25])[CH:20]=[CH:21][CH:22]=2)=[N:13]1)(=[O:34])[CH3:33], predict the reactants needed to synthesize it. The reactants are: [CH3:1][N:2]1[C:6]2[CH:7]=[CH:8][C:9]([C:11]3[C:12]([C:17]4[CH:22]=[CH:21][CH:20]=[CH:19][CH:18]=4)=[N:13][NH:14][C:15]=3[CH3:16])=[CH:10][C:5]=2[N:4]([CH3:23])[C:3]1=[O:24].[CH2:25](N(CC)CC)C.[C:32](Cl)(=[O:34])[CH3:33]. (3) Given the product [Br:1][C:2]1[C:3]([F:10])=[CH:4][C:5]([Cl:9])=[C:6]([O:8][CH3:13])[CH:7]=1, predict the reactants needed to synthesize it. The reactants are: [Br:1][C:2]1[C:3]([F:10])=[CH:4][C:5]([Cl:9])=[C:6]([OH:8])[CH:7]=1.CI.[C:13](=O)([O-])[O-].[K+].[K+].O. (4) The reactants are: C([O-])=O.[NH4+:4].[CH2:5]([N:12]([CH2:17][C:18]([OH:20])=O)[CH2:13][C:14](O)=[O:15])[C:6]1[CH:11]=[CH:10][CH:9]=[CH:8][CH:7]=1.O.C(=O)([O-])O.[Na+]. Given the product [CH2:5]([N:12]1[CH2:17][C:18](=[O:20])[NH:4][C:14](=[O:15])[CH2:13]1)[C:6]1[CH:11]=[CH:10][CH:9]=[CH:8][CH:7]=1, predict the reactants needed to synthesize it.